Dataset: Full USPTO retrosynthesis dataset with 1.9M reactions from patents (1976-2016). Task: Predict the reactants needed to synthesize the given product. (1) Given the product [Br:1][C:2]1[O:13][C:5]2[N:6]=[C:7]([S:11][CH3:12])[N:8]([CH2:22][C:21]([F:25])([F:24])[F:20])[C:9](=[O:10])[C:4]=2[C:3]=1[C:14]1[CH:15]=[CH:16][CH:17]=[CH:18][CH:19]=1, predict the reactants needed to synthesize it. The reactants are: [Br:1][C:2]1[O:13][C:5]2[N:6]=[C:7]([S:11][CH3:12])[NH:8][C:9](=[O:10])[C:4]=2[C:3]=1[C:14]1[CH:19]=[CH:18][CH:17]=[CH:16][CH:15]=1.[F:20][C:21]([F:25])([F:24])[CH2:22]O.C1C=CC(P(C2C=CC=CC=2)C2C=CC=CC=2)=CC=1.CCOC(/N=N/C(OCC)=O)=O. (2) Given the product [Cl:22][C:18]1[CH:19]=[C:20]2[C:15](=[CH:16][CH:17]=1)[NH:14][C:13](=[O:23])[C:12]([CH2:11][NH:10][C:25]1[N:30]=[C:29]([N:31]3[C@@H:35]([CH:36]([CH3:37])[CH3:38])[CH2:34][O:33][C:32]3=[O:39])[CH:28]=[CH:27][N:26]=1)=[CH:21]2, predict the reactants needed to synthesize it. The reactants are: CCN(C(C)C)C(C)C.[NH2:10][CH2:11][C:12]1[C:13](=[O:23])[NH:14][C:15]2[C:20]([CH:21]=1)=[CH:19][C:18]([Cl:22])=[CH:17][CH:16]=2.Cl[C:25]1[N:30]=[C:29]([N:31]2[C@@H:35]([CH:36]([CH3:38])[CH3:37])[CH2:34][O:33][C:32]2=[O:39])[CH:28]=[CH:27][N:26]=1. (3) Given the product [NH2:16][C:15]1[C:14]([CH3:13])=[CH:20][C:19]([O:21][C:8]2[S:7][N:6]=[C:5]([C:1]([CH3:4])([CH3:3])[CH3:2])[C:9]=2[C:10]#[N:11])=[C:18]([CH3:22])[CH:17]=1, predict the reactants needed to synthesize it. The reactants are: [C:1]([C:5]1[C:9]([C:10]#[N:11])=[C:8](Cl)[S:7][N:6]=1)([CH3:4])([CH3:3])[CH3:2].[CH3:13][C:14]1[CH:20]=[C:19]([OH:21])[C:18]([CH3:22])=[CH:17][C:15]=1[NH2:16].C(=O)([O-])[O-].[K+].[K+].